Dataset: Retrosynthesis with 50K atom-mapped reactions and 10 reaction types from USPTO. Task: Predict the reactants needed to synthesize the given product. (1) Given the product FC(F)(F)c1cnc(Nc2ccccc2)nc1NC1CCC1, predict the reactants needed to synthesize it. The reactants are: FC(F)(F)c1cnc(Cl)nc1NC1CCC1.Nc1ccccc1. (2) Given the product CCOC(=O)N1CCc2c(oc3c(OC)ccc(C(=O)Oc4ccc([N+](=O)[O-])cc4)c23)C1, predict the reactants needed to synthesize it. The reactants are: CCOC(=O)N1CCc2c(oc3c(OC)ccc(C(=O)O)c23)C1.O=[N+]([O-])c1ccc(O)cc1. (3) Given the product O=C(Nc1cccc(Oc2ccc3nc(NC(=O)C4CC4)cn3n2)c1)c1cccc(C(F)(F)F)c1, predict the reactants needed to synthesize it. The reactants are: Nc1cccc(Oc2ccc3nc(NC(=O)C4CC4)cn3n2)c1.O=C(O)c1cccc(C(F)(F)F)c1. (4) Given the product Oc1ccc2ccsc2c1, predict the reactants needed to synthesize it. The reactants are: COc1ccc2ccsc2c1. (5) Given the product O=C(NC1C(=O)Nc2ccccc2SC1c1ccccc1)OCc1ccccc1, predict the reactants needed to synthesize it. The reactants are: Nc1ccccc1SC(c1ccccc1)[C@H](NC(=O)OCc1ccccc1)C(=O)O. (6) Given the product CC(C)(C)OC(=O)N1CCC(Nc2ccnc3cc(Cl)ccc23)CC1, predict the reactants needed to synthesize it. The reactants are: CC(C)(C)OC(=O)N1CCC(N)CC1.Clc1ccc2c(I)ccnc2c1. (7) Given the product CC(C)(CC(O)(Cc1cc2nc(CN3CCOCC3)ccc2[nH]1)C(F)(F)F)c1cc(Cl)cc2c1OCC2, predict the reactants needed to synthesize it. The reactants are: C1COCCN1.CC(C)(CC(O)(Cc1cc2nc(C=O)ccc2[nH]1)C(F)(F)F)c1cc(Cl)cc2c1OCC2. (8) The reactants are: Cc1ccc(C2=NOC(c3cc(Cl)c(Cl)c(Cl)c3)(C(F)(F)F)C2)cc1Cl.O=C1CCC(=O)N1Br. Given the product FC(F)(F)C1(c2cc(Cl)c(Cl)c(Cl)c2)CC(c2ccc(CBr)c(Cl)c2)=NO1, predict the reactants needed to synthesize it. (9) Given the product COC(=O)CCCc1ccc(F)c(Br)c1, predict the reactants needed to synthesize it. The reactants are: COC(=O)/C=C/Cc1ccc(F)c(Br)c1.